From a dataset of Reaction yield outcomes from USPTO patents with 853,638 reactions. Predict the reaction yield, written as a fraction of the theoretical maximum amount of product (1.0 means a 100% yield; for example, 0.34 means a 34% yield). (1) The reactants are [CH3:1][N:2]1[CH2:7][CH2:6]N[CH2:4][CH2:3]1.[CH3:8][O:9][C:10]1[CH:18]=[C:17]([N+:19]([O-])=O)[C:16]([N+:22]([O-:24])=[O:23])=[CH:15][C:11]=1[C:12]([OH:14])=[O:13]. The catalyst is O. The product is [CH3:8][O:9][C:10]1[CH:18]=[C:17]([N:19]2[CH2:6][CH2:7][N:2]([CH3:1])[CH2:3][CH2:4]2)[C:16]([N+:22]([O-:24])=[O:23])=[CH:15][C:11]=1[C:12]([OH:14])=[O:13]. The yield is 0.770. (2) The reactants are CC1(C)C(C)(C)OB([C:9]2[CH:14]=[CH:13][C:12]([C:15]3[CH:20]=[CH:19][C:18]([C:21]4([C:24]([O:26][CH3:27])=[O:25])[CH2:23][CH2:22]4)=[CH:17][CH:16]=3)=[CH:11][CH:10]=2)O1.Br[C:30]1[CH:31]=[N:32][N:33]([CH3:36])[C:34]=1[NH2:35].CC(C1C=C(C(C)C)C(C2C=CC=CC=2P(C2CCCCC2)C2CCCCC2)=C(C(C)C)C=1)C.[O-]P([O-])([O-])=O.[K+].[K+].[K+]. The catalyst is C1(C)C=CC=CC=1.O.CC([O-])=O.CC([O-])=O.[Pd+2].ClCCl. The product is [CH3:27][O:26][C:24]([C:21]1([C:18]2[CH:19]=[CH:20][C:15]([C:12]3[CH:11]=[CH:10][C:9]([C:30]4[CH:31]=[N:32][N:33]([CH3:36])[C:34]=4[NH2:35])=[CH:14][CH:13]=3)=[CH:16][CH:17]=2)[CH2:23][CH2:22]1)=[O:25]. The yield is 0.390. (3) The reactants are [N:1]1[CH:9]=[C:8]2[C:4]([NH:5][CH:6]=[N:7]2)=[N:3][CH:2]=1.[H-].[Na+].Cl[CH2:13][C:14]1[CH:24]=[CH:23][C:17]2[N:18]=[C:19]([S:21][CH3:22])[O:20][C:16]=2[CH:15]=1.O. The catalyst is CN(C=O)C. The product is [N:1]1[CH:9]=[C:8]2[C:4]([N:5]([CH2:13][C:14]3[CH:24]=[CH:23][C:17]4[N:18]=[C:19]([S:21][CH3:22])[O:20][C:16]=4[CH:15]=3)[CH:6]=[N:7]2)=[N:3][CH:2]=1. The yield is 0.327. (4) The reactants are Cl[C:2]1[CH:3]=[CH:4][N:5]2[C:10]([C:11]=1[CH3:12])=[C:9]([CH:13]1[CH2:15][CH2:14]1)[CH:8]=[C:7]([C:16]([O:18][CH3:19])=[O:17])[C:6]2=[O:20].[N:21]1[CH:26]=[CH:25][C:24](B(O)O)=[CH:23][CH:22]=1. No catalyst specified. The product is [CH:13]1([C:9]2[CH:8]=[C:7]([C:16]([O:18][CH3:19])=[O:17])[C:6](=[O:20])[N:5]3[C:10]=2[C:11]([CH3:12])=[C:2]([C:24]2[CH:25]=[CH:26][N:21]=[CH:22][CH:23]=2)[CH:3]=[CH:4]3)[CH2:15][CH2:14]1. The yield is 0.690.